From a dataset of Full USPTO retrosynthesis dataset with 1.9M reactions from patents (1976-2016). Predict the reactants needed to synthesize the given product. (1) Given the product [F:2][C:3]1[CH:4]=[C:5]([C@@H:14]([C:16]2[C:21]([F:22])=[CH:20][CH:19]=[CH:18][N:17]=2)[NH:15][C:24](=[O:25])[NH:23][C:26]2[CH:36]=[CH:35][C:29]([C:30]([O:32][CH2:33][CH3:34])=[O:31])=[CH:28][CH:27]=2)[CH:6]=[CH:7][C:8]=1[O:9][C:10]([F:13])([F:12])[F:11], predict the reactants needed to synthesize it. The reactants are: Cl.[F:2][C:3]1[CH:4]=[C:5]([C@@H:14]([C:16]2[C:21]([F:22])=[CH:20][CH:19]=[CH:18][N:17]=2)[NH2:15])[CH:6]=[CH:7][C:8]=1[O:9][C:10]([F:13])([F:12])[F:11].[N:23]([C:26]1[CH:36]=[CH:35][C:29]([C:30]([O:32][CH2:33][CH3:34])=[O:31])=[CH:28][CH:27]=1)=[C:24]=[O:25].C(N(C(C)C)C(C)C)C. (2) Given the product [OH:20][C:17]1[CH:18]=[CH:19][C:14]([C:12]2[O:13][C:3]3[CH:8]=[CH:7][C:6]([OH:9])=[CH:5][C:4]=3[CH:11]=2)=[CH:15][CH:16]=1, predict the reactants needed to synthesize it. The reactants are: CO[C:3]1[CH:8]=[CH:7][C:6]([O:9]C)=[CH:5][C:4]=1[CH2:11][C:12]([C:14]1[CH:19]=[CH:18][C:17]([O:20]C)=[CH:16][CH:15]=1)=[O:13].Cl.N1C=CC=CC=1. (3) Given the product [NH2:13][C:14]1[N:15]=[C:16]([N:25]2[CH2:26][CH2:27][N:28]([C:31](=[O:41])[CH2:32][O:33][C:34]3[CH:39]=[CH:38][C:37]([Cl:40])=[CH:36][CH:35]=3)[CH2:29][CH2:30]2)[C:17]2[N:23]=[C:22]([C:6]3[CH:5]=[C:4]4[C:9](=[CH:8][CH:7]=3)[NH:1][CH:2]=[CH:3]4)[CH:21]=[CH:20][C:18]=2[N:19]=1, predict the reactants needed to synthesize it. The reactants are: [NH:1]1[C:9]2[C:4](=[CH:5][C:6](B(O)O)=[CH:7][CH:8]=2)[CH:3]=[CH:2]1.[NH2:13][C:14]1[N:15]=[C:16]([N:25]2[CH2:30][CH2:29][N:28]([C:31](=[O:41])[CH2:32][O:33][C:34]3[CH:39]=[CH:38][C:37]([Cl:40])=[CH:36][CH:35]=3)[CH2:27][CH2:26]2)[C:17]2[N:23]=[C:22](Cl)[CH:21]=[CH:20][C:18]=2[N:19]=1. (4) Given the product [ClH:49].[C:1]([N:4]1[C@@H:10]([CH3:11])[C@H:9]([NH:12][C:13](=[O:25])[C@@H:14]([NH:16][CH3:17])[CH3:15])[C:8](=[O:26])[N:7]([CH2:27][C:28]2[CH:29]=[C:30]([C:36]3[CH:41]=[CH:40][CH:39]=[CH:38][C:37]=3[F:42])[CH:31]=[CH:32][C:33]=2[O:34][CH3:35])[C:6]2[CH:43]=[CH:44][C:45]([C:47]#[N:48])=[CH:46][C:5]1=2)(=[O:3])[CH3:2], predict the reactants needed to synthesize it. The reactants are: [C:1]([N:4]1[C@@H:10]([CH3:11])[C@H:9]([NH:12][C:13](=[O:25])[C@@H:14]([N:16](C)[C:17](=O)OC(C)(C)C)[CH3:15])[C:8](=[O:26])[N:7]([CH2:27][C:28]2[CH:29]=[C:30]([C:36]3[CH:41]=[CH:40][CH:39]=[CH:38][C:37]=3[F:42])[CH:31]=[CH:32][C:33]=2[O:34][CH3:35])[C:6]2[CH:43]=[CH:44][C:45]([C:47]#[N:48])=[CH:46][C:5]1=2)(=[O:3])[CH3:2].[ClH:49]. (5) Given the product [CH3:18][C:15]1[O:14][C:13]([C:10]2[CH:11]=[CH:12][C:7]([C:6]([OH:19])=[O:5])=[CH:8][CH:9]=2)=[N:17][N:16]=1, predict the reactants needed to synthesize it. The reactants are: O[Li].O.C[O:5][C:6](=[O:19])[C:7]1[CH:12]=[CH:11][C:10]([C:13]2[O:14][C:15]([CH3:18])=[N:16][N:17]=2)=[CH:9][CH:8]=1.CO.C1COCC1. (6) The reactants are: [CH3:1][CH:2]([N:4]1[C:8]([C:9]([NH:11][C:12]2[C:13]3[C:17]([CH:18]=[C:19](B4OC(C)(C)CC(C)(C)O4)[CH:20]=2)=[N:16][N:15](C2CCCCO2)[CH:14]=3)=[O:10])=[CH:7][CH:6]=[N:5]1)[CH3:3].Br[C:38]1[CH:46]=[C:45]([C:47]#[N:48])[CH:44]=[C:43]2[C:39]=1[CH:40]=[CH:41][NH:42]2.[O-]P(OP(OP([O-])([O-])=O)([O-])=O)(=O)[O-].[K+].[K+].[K+].[K+].[K+].CC#N. Given the product [C:47]([C:45]1[CH:44]=[C:43]2[C:39]([CH:40]=[CH:41][NH:42]2)=[C:38]([C:19]2[CH:18]=[C:17]3[C:13]([CH:14]=[N:15][NH:16]3)=[C:12]([NH:11][C:9]([C:8]3[N:4]([CH:2]([CH3:3])[CH3:1])[N:5]=[CH:6][CH:7]=3)=[O:10])[CH:20]=2)[CH:46]=1)#[N:48], predict the reactants needed to synthesize it. (7) Given the product [C:1]([C:4]1[C:22](=[O:23])[C@@:8]2([CH3:24])[C:9]3[C:15]([OH:16])=[CH:14][C:13]([O:17][CH3:18])=[C:12]([C:19]([NH:21][CH2:39][C:30]4[C:31]5[C:36](=[CH:35][CH:34]=[CH:33][CH:32]=5)[CH:37]=[CH:38][C:29]=4[CH2:26][CH2:27][CH3:28])=[O:20])[C:10]=3[O:11][C:7]2=[CH:6][C:5]=1[OH:25])(=[O:3])[CH3:2], predict the reactants needed to synthesize it. The reactants are: [C:1]([C:4]1[C:22](=[O:23])[C@@:8]2([CH3:24])[C:9]3[C:15]([OH:16])=[CH:14][C:13]([O:17][CH3:18])=[C:12]([C:19]([NH2:21])=[O:20])[C:10]=3[O:11][C:7]2=[CH:6][C:5]=1[OH:25])(=[O:3])[CH3:2].[CH2:26]([C:29]1[CH:38]=[CH:37][C:36]2[C:31](=[CH:32][CH:33]=[CH:34][CH:35]=2)[C:30]=1[CH:39]=O)[CH2:27][CH3:28].C([SiH](CC)CC)C.FC(F)(F)C(O)=O.